Predict which catalyst facilitates the given reaction. From a dataset of Catalyst prediction with 721,799 reactions and 888 catalyst types from USPTO. (1) Reactant: [Br:1][C:2]1[C:11]2[C:6](=[CH:7][CH:8]=[CH:9][C:10]=2[N+:12]([O-])=O)[CH:5]=[N:4][CH:3]=1.Cl.[OH-].[Na+]. Product: [NH2:12][C:10]1[CH:9]=[CH:8][CH:7]=[C:6]2[C:11]=1[C:2]([Br:1])=[CH:3][N:4]=[CH:5]2. The catalyst class is: 8. (2) Reactant: [NH2:1][C:2]1[CH2:23][O:22][CH2:21][C@:4]2([C:17]3[CH:16]=[C:15]([Br:18])[CH:14]=[C:13]([F:19])[C:12]=3[O:11][C:10]3[C:5]2=[CH:6][C:7]([OH:20])=[CH:8][CH:9]=3)[N:3]=1.O1CCOCC1.C(N(CC)CC)C.[C:37](O[C:37]([O:39][C:40]([CH3:43])([CH3:42])[CH3:41])=[O:38])([O:39][C:40]([CH3:43])([CH3:42])[CH3:41])=[O:38]. Product: [Br:18][C:15]1[CH:14]=[C:13]([F:19])[C:12]2[O:11][C:10]3[C:5](=[CH:6][C:7]([OH:20])=[CH:8][CH:9]=3)[C@:4]3([N:3]=[C:2]([NH:1][C:37](=[O:38])[O:39][C:40]([CH3:43])([CH3:42])[CH3:41])[CH2:23][O:22][CH2:21]3)[C:17]=2[CH:16]=1. The catalyst class is: 33. (3) Reactant: [OH:1][C:2]([CH2:13][C:14]1[C:22]2[C:17](=[CH:18][CH:19]=[CH:20][CH:21]=2)[NH:16][CH:15]=1)([C:10]([OH:12])=[O:11])[CH2:3][C:4](=[N:8][OH:9])[C:5]([OH:7])=[O:6].Cl.O.[NH3:25]. Product: [NH4+:8].[NH4+:25].[OH:1][C:2]([CH2:13][C:14]1[C:22]2[C:17](=[CH:18][CH:19]=[CH:20][CH:21]=2)[NH:16][CH:15]=1)([C:10]([O-:12])=[O:11])[CH2:3][C:4](=[N:8][OH:9])[C:5]([O-:7])=[O:6]. The catalyst class is: 8. (4) Reactant: Cl.Cl.[NH2:3][C@@H:4]1[CH2:6][C@H:5]1[C:7]1[C:16]2[C:11](=[CH:12][CH:13]=[CH:14][CH:15]=2)[CH:10]=[C:9]([C:17]([NH:19][C:20]2[S:21][C:22]([CH3:25])=[N:23][N:24]=2)=[O:18])[CH:8]=1.C(=O)([O-])O.[Na+].[O:31]1[CH2:36][CH2:35][CH:34]([CH:37]=O)[CH2:33][CH2:32]1.[BH4-].[Na+].[C:41](O[C:41]([O:43][C:44]([CH3:47])([CH3:46])[CH3:45])=[O:42])([O:43][C:44]([CH3:47])([CH3:46])[CH3:45])=[O:42]. Product: [C:44]([O:43][C:41](=[O:42])[N:3]([C@@H:4]1[CH2:6][C@H:5]1[C:7]1[C:16]2[C:11](=[CH:12][CH:13]=[CH:14][CH:15]=2)[CH:10]=[C:9]([C:17](=[O:18])[NH:19][C:20]2[S:21][C:22]([CH3:25])=[N:23][N:24]=2)[CH:8]=1)[CH2:37][CH:34]1[CH2:33][CH2:32][O:31][CH2:36][CH2:35]1)([CH3:47])([CH3:46])[CH3:45]. The catalyst class is: 87.